The task is: Predict the reaction yield, written as a fraction of the theoretical maximum amount of product (1.0 means a 100% yield; for example, 0.34 means a 34% yield).. This data is from Reaction yield outcomes from USPTO patents with 853,638 reactions. (1) The reactants are [F:1][C:2]([F:23])([F:22])[C:3]1[CH:4]=[C:5]([C:13](=O)[CH2:14][C:15](=O)[C:16]([F:19])([F:18])[F:17])[CH:6]=[CH:7][C:8]=1[C:9]([F:12])([F:11])[F:10].[NH2:24][C:25]1[C:29]([C:30]2[CH:35]=[CH:34][N:33]=[C:32]([CH3:36])[CH:31]=2)=[CH:28][NH:27][N:26]=1. No catalyst specified. The product is [F:1][C:2]([F:23])([F:22])[C:3]1[CH:4]=[C:5]([C:13]2[CH:14]=[C:15]([C:16]([F:19])([F:18])[F:17])[N:26]3[N:27]=[CH:28][C:29]([C:30]4[CH:35]=[CH:34][N:33]=[C:32]([CH3:36])[CH:31]=4)=[C:25]3[N:24]=2)[CH:6]=[CH:7][C:8]=1[C:9]([F:12])([F:11])[F:10]. The yield is 0.380. (2) The reactants are [NH2:1][C@@H:2]1[CH2:6][CH2:5][N:4]([C:7]2[CH:14]=[C:13]([C:15]([F:18])([F:17])[F:16])[CH:12]=[CH:11][C:8]=2[CH:9]=[O:10])[CH2:3]1.C(Cl)Cl.C(N(CC)CC)C.[CH3:29][S:30](Cl)(=[O:32])=[O:31]. The catalyst is O. The product is [CH:9]([C:8]1[CH:11]=[CH:12][C:13]([C:15]([F:18])([F:16])[F:17])=[CH:14][C:7]=1[N:4]1[CH2:5][CH2:6][C@@H:2]([NH:1][S:30]([CH3:29])(=[O:32])=[O:31])[CH2:3]1)=[O:10]. The yield is 0.370. (3) The reactants are [Br-].CP([C:16]1[CH:21]=[CH:20][CH:19]=[CH:18][CH:17]=1)([C:16]1[CH:21]=[CH:20][CH:19]=[CH:18][CH:17]=1)[C:16]1[CH:21]=[CH:20][CH:19]=[CH:18][CH:17]=1.CC(C)([O-])C.[K+].[C:28]1(/C=C/C=O)[CH:33]=CC=[CH:30][CH:29]=1.O. The catalyst is C1COCC1. The product is [CH:33](/[C:16]1[CH:17]=[CH:18][CH:19]=[CH:20][CH:21]=1)=[CH:28]\[CH:29]=[CH2:30]. The yield is 0.870. (4) The reactants are [CH3:1][CH:2]1[CH:11]=[CH:10][C:9]2[C:4](=[CH:5][CH:6]=[C:7]([C:12]([O:14]C)=[O:13])[CH:8]=2)[O:3]1.[OH-].[Na+]. The catalyst is CO. The yield is 1.00. The product is [CH3:1][CH:2]1[CH:11]=[CH:10][C:9]2[C:4](=[CH:5][CH:6]=[C:7]([C:12]([OH:14])=[O:13])[CH:8]=2)[O:3]1. (5) The reactants are [S:1]1[C:5]2[CH:6]=[CH:7][CH:8]=[CH:9][C:4]=2[N:3]=[C:2]1[O:10][C:11]1[C:12]([F:28])=[C:13]([C@H:18]([NH:21][S@@](C(C)(C)C)=O)[CH2:19][CH3:20])[CH:14]=[CH:15][C:16]=1[Cl:17].Cl.CCOC(C)=O. The catalyst is CO. The product is [ClH:17].[S:1]1[C:5]2[CH:6]=[CH:7][CH:8]=[CH:9][C:4]=2[N:3]=[C:2]1[O:10][C:11]1[C:12]([F:28])=[C:13]([C@H:18]([NH2:21])[CH2:19][CH3:20])[CH:14]=[CH:15][C:16]=1[Cl:17]. The yield is 0.700. (6) The reactants are [NH2:1][C:2]1[CH:7]=[CH:6][CH:5]=[CH:4][CH:3]=1.N([O-])=O.[Na+].[C:12]([CH:14]([CH:20]([C:22]#[N:23])C)[C:15](OCC)=O)#[N:13].[OH-].[NH4+:25]. The catalyst is Cl.O.C(O)(=O)C.C1COCC1. The product is [NH2:13][C:12]1[N:1]([C:2]2[CH:7]=[CH:6][CH:5]=[CH:4][CH:3]=2)[N:25]=[C:20]([C:22]#[N:23])[C:14]=1[CH3:15]. The yield is 0.690.